This data is from Full USPTO retrosynthesis dataset with 1.9M reactions from patents (1976-2016). The task is: Predict the reactants needed to synthesize the given product. Given the product [Cl:8][C:9]1[C:29]([F:30])=[CH:28][CH:27]=[C:26]([F:31])[C:10]=1[C:11]([NH:13][CH2:14][C:15]1([CH:19]2[CH2:24][CH2:23][CH2:22][CH2:21][N:20]2[CH3:25])[CH2:16][N:17]([S:4]([CH2:1][CH2:2][CH3:3])(=[O:6])=[O:5])[CH2:18]1)=[O:12], predict the reactants needed to synthesize it. The reactants are: [CH2:1]([S:4](Cl)(=[O:6])=[O:5])[CH2:2][CH3:3].[Cl:8][C:9]1[C:29]([F:30])=[CH:28][CH:27]=[C:26]([F:31])[C:10]=1[C:11]([NH:13][CH2:14][C:15]1([CH:19]2[CH2:24][CH2:23][CH2:22][CH2:21][N:20]2[CH3:25])[CH2:18][NH:17][CH2:16]1)=[O:12].C(N(CC)CC)C.CN(C)CCN.